This data is from Full USPTO retrosynthesis dataset with 1.9M reactions from patents (1976-2016). The task is: Predict the reactants needed to synthesize the given product. (1) Given the product [CH3:1][O:2][C:3]1[CH:4]=[C:5]([CH:11]2[CH:15]=[N:29][NH:28][C:13](=[O:14])[CH:12]2[C:18]2[C:23]([F:24])=[CH:22][C:21]([F:25])=[CH:20][C:19]=2[F:26])[CH:6]=[C:7]([O:9][CH3:10])[CH:8]=1, predict the reactants needed to synthesize it. The reactants are: [CH3:1][O:2][C:3]1[CH:4]=[C:5]([C:11]2[CH:15](O)[O:14][C:13](=O)[C:12]=2[C:18]2[C:23]([F:24])=[CH:22][C:21]([F:25])=[CH:20][C:19]=2[F:26])[CH:6]=[C:7]([O:9][CH3:10])[CH:8]=1.O.[NH2:28][NH2:29]. (2) Given the product [CH3:23][CH2:22][CH2:21][CH2:20][CH2:19][CH2:18][CH2:17][CH2:16][CH2:15][CH2:14][CH2:13][C:12]([O:8][CH2:7][CH:6]([OH:9])[C@H:4]1[O:5][CH2:1][C@H:2]([OH:11])[C@H:3]1[OH:10])=[O:24], predict the reactants needed to synthesize it. The reactants are: [CH2:1]1[O:5][CH:4]([CH:6]([OH:9])[CH2:7][OH:8])[C@@H:3]([OH:10])[CH:2]1[OH:11].[C:12](OC)(=[O:24])[CH2:13][CH2:14][CH2:15][CH2:16][CH2:17][CH2:18][CH2:19][CH2:20][CH2:21][CH2:22][CH3:23].CO.C[O-].[Na+].[PH2]([O-])=O.[Na+]. (3) Given the product [Cl:28][C:20]1[CH:21]=[C:22]([C:25](=[O:27])[CH3:26])[CH:23]=[CH:24][C:19]=1[S:8][C:3]1[CH:4]=[CH:5][CH:6]=[CH:7][C:2]=1[Cl:1], predict the reactants needed to synthesize it. The reactants are: [Cl:1][C:2]1[CH:7]=[CH:6][CH:5]=[CH:4][C:3]=1[SH:8].ClC1C=CC=CC=1C=O.F[C:19]1[CH:24]=[CH:23][C:22]([C:25](=[O:27])[CH3:26])=[CH:21][C:20]=1[Cl:28]. (4) Given the product [O:29]=[CH:28][C@@H:26]([C@H:25]([C@@H:24]([C@@H:23]([CH2:22][OH:21])[OH:32])[OH:41])[OH:30])[OH:27].[CH3:39][C:40]([C:1]1[CH:2]=[C:3]([O:21][CH3:22])[C:4]([OH:20])=[C:5]([O:8][CH3:9])[CH:6]=1)=[O:41], predict the reactants needed to synthesize it. The reactants are: [CH2:1]1[C@H:6](N)[C@@H:5]([O:8][C@H:9]2O[C@H](CN)[C@@H](O)[C@H](O)[C@H]2O)[C@H:4]([OH:20])[C@@H:3]([O:21][C@H:22]2[O:27][C@H:26]([CH2:28][OH:29])[C@@H:25]([OH:30])[C@H:24](N)[C@H:23]2[OH:32])[C@@H:2]1N.CC1[C:40]2[O:41][C@]3(C)OC=C[C@H](OC)[C@@H](C)[C@@H](OC(C)=O)[C@H](C)[C@H](O)[C@H](C)[C@@H](O)[C@@H](C)C=CC=C(C)C(NC4C(/C=N/N5CCN(C)CC5)=C(O)C([C:39]=2C3=O)=C(C=4O)C=1O)=O. (5) Given the product [CH3:15][N:14]([CH3:16])[CH2:13][CH2:12][NH:11][C:9]([CH2:8][C:5]1[CH:6]=[CH:7][C:2]([NH:1][C:40]([C:29]2[N:30]([CH2:32][O:33][CH2:34][CH2:35][Si:36]([CH3:39])([CH3:38])[CH3:37])[CH:31]=[C:27]([C:25]#[N:26])[N:28]=2)=[O:41])=[C:3]([C:17]2[CH2:22][CH2:21][C:20]([CH3:24])([CH3:23])[CH2:19][CH:18]=2)[CH:4]=1)=[O:10], predict the reactants needed to synthesize it. The reactants are: [NH2:1][C:2]1[CH:7]=[CH:6][C:5]([CH2:8][C:9]([NH:11][CH2:12][CH2:13][N:14]([CH3:16])[CH3:15])=[O:10])=[CH:4][C:3]=1[C:17]1[CH2:22][CH2:21][C:20]([CH3:24])([CH3:23])[CH2:19][CH:18]=1.[C:25]([C:27]1[N:28]=[C:29]([C:40]([O-])=[O:41])[N:30]([CH2:32][O:33][CH2:34][CH2:35][Si:36]([CH3:39])([CH3:38])[CH3:37])[CH:31]=1)#[N:26].[K+]. (6) Given the product [C:1]([O:5][C:6](=[O:21])[NH:7][C:8]1[CH:13]=[C:12]([N:14]([CH3:15])[CH3:16])[C:11]([CH3:17])=[CH:10][C:9]=1[NH2:18])([CH3:4])([CH3:2])[CH3:3], predict the reactants needed to synthesize it. The reactants are: [C:1]([O:5][C:6](=[O:21])[NH:7][C:8]1[CH:13]=[C:12]([N:14]([CH3:16])[CH3:15])[C:11]([CH3:17])=[CH:10][C:9]=1[N+:18]([O-])=O)([CH3:4])([CH3:3])[CH3:2].